The task is: Predict the reactants needed to synthesize the given product.. This data is from Full USPTO retrosynthesis dataset with 1.9M reactions from patents (1976-2016). (1) Given the product [ClH:1].[NH:34]1[CH2:35][CH:32]([O:26][C:4]2[CH:3]=[C:2]([Cl:1])[C:7]([O:8][C:9]3[CH:10]=[C:11]4[C:16](=[CH:17][CH:18]=3)[N:15]=[CH:14][N:13]=[C:12]4[NH:19][C:20]3[CH:24]=[CH:23][N:22]([CH3:25])[N:21]=3)=[N:6][CH:5]=2)[CH2:33]1, predict the reactants needed to synthesize it. The reactants are: [Cl:1][C:2]1[CH:3]=[C:4]([OH:26])[CH:5]=[N:6][C:7]=1[O:8][C:9]1[CH:10]=[C:11]2[C:16](=[CH:17][CH:18]=1)[N:15]=[CH:14][N:13]=[C:12]2[NH:19][C:20]1[CH:24]=[CH:23][N:22]([CH3:25])[N:21]=1.CS(O[CH:32]1[CH2:35][N:34](C(OC(C)(C)C)=O)[CH2:33]1)(=O)=O. (2) Given the product [CH3:1][O:2][C:3]1[CH:25]=[CH:24][C:6]([CH2:7][O:8][CH2:9][C:10]2[CH:11]=[C:12]3[CH:18]=[C:17]([C:19]([OH:26])=[O:20])[O:16][C:13]3=[N:14][CH:15]=2)=[CH:5][CH:4]=1, predict the reactants needed to synthesize it. The reactants are: [CH3:1][O:2][C:3]1[CH:25]=[CH:24][C:6]([CH2:7][O:8][CH2:9][C:10]2[CH:11]=[C:12]3[CH:18]=[C:17]([C:19](N(C)C)=[O:20])[O:16][C:13]3=[N:14][CH:15]=2)=[CH:5][CH:4]=1.[OH-:26].[K+]. (3) Given the product [F:11][C:10]([F:12])([F:13])[C:8]1[CH:9]=[C:4]([NH2:1])[C:5]([NH2:14])=[CH:6][CH:7]=1, predict the reactants needed to synthesize it. The reactants are: [N+:1]([C:4]1[CH:9]=[C:8]([C:10]([F:13])([F:12])[F:11])[CH:7]=[CH:6][C:5]=1[NH2:14])([O-])=O.O.O.[Sn](Cl)Cl. (4) Given the product [Cl:12][C:13]1[CH:14]=[CH:15][C:16]([C:19]2[N:23]([NH:24][C:27](=[O:30])[C:5]3[CH:6]=[CH:10][CH:11]=[C:3]([CH2:1][CH3:2])[CH:4]=3)[C:22]([CH3:26])([CH3:25])[O:21][N:20]=2)=[CH:17][CH:18]=1, predict the reactants needed to synthesize it. The reactants are: [CH2:1]([C:3]1[CH:11]=[CH:10][C:6](C(Cl)=O)=[CH:5][CH:4]=1)[CH3:2].[Cl:12][C:13]1[CH:18]=[CH:17][C:16]([C:19]2[N:23]([NH2:24])[C:22]([CH3:26])([CH3:25])[O:21][N:20]=2)=[CH:15][CH:14]=1.[C:27]([O-:30])([O-])=O.[K+].[K+].